From a dataset of Full USPTO retrosynthesis dataset with 1.9M reactions from patents (1976-2016). Predict the reactants needed to synthesize the given product. (1) Given the product [Cl:19][C:20]1[CH:25]=[CH:24][C:23]([O:26][C:27]2[CH:28]=[CH:29][C:30]([CH2:33][CH2:34][NH:14][C:11]3[NH:12][CH:13]=[C:8]([CH2:7][C:5]4[CH:4]=[N:3][N:2]([CH3:1])[CH:6]=4)[C:9](=[O:18])[N:10]=3)=[CH:31][CH:32]=2)=[CH:22][C:21]=1[C:36]([F:37])([F:38])[F:39], predict the reactants needed to synthesize it. The reactants are: [CH3:1][N:2]1[CH:6]=[C:5]([CH2:7][C:8]2[C:9](=[O:18])[N:10]=[C:11]([NH:14][N+]([O-])=O)[NH:12][CH:13]=2)[CH:4]=[N:3]1.[Cl:19][C:20]1[CH:25]=[CH:24][C:23]([O:26][C:27]2[CH:32]=[CH:31][C:30]([CH2:33][CH2:34]N)=[CH:29][CH:28]=2)=[CH:22][C:21]=1[C:36]([F:39])([F:38])[F:37].[Cl:19][C:20]1[CH:25]=[CH:24][C:23]([O:26][C:27]2[CH:28]=[CH:29][C:30]([CH2:33][CH2:34]N)=[CH:31][CH:32]=2)=[CH:22][C:21]=1[C:36]([F:37])([F:38])[F:39]. (2) Given the product [CH2:1]([N:8]1[C:13](=[O:14])[C:12]([CH3:15])=[C:11]2[S:16][C:17]([CH:33]([OH:32])[C:34]#[C:35][C:36]3[CH:6]=[CH:7][CH:2]=[CH:3][CH:4]=3)=[CH:18][N:10]2[C:9]1=[O:19])[C:2]1[CH:3]=[CH:4][CH:5]=[CH:6][CH:7]=1, predict the reactants needed to synthesize it. The reactants are: [CH2:1]([N:8]1[C:13](=[O:14])[C:12]([CH3:15])=[C:11]2[S:16][CH:17]=[CH:18][N:10]2[C:9]1=[O:19])[C:2]1[CH:7]=[CH:6][CH:5]=[CH:4][CH:3]=1.C[Si](C)(C)N[Si](C)(C)C.[Li].[Cl-].[NH4+].[O:32]1[CH2:36][CH2:35][CH2:34][CH2:33]1. (3) Given the product [Cl:11][C:12]1[CH:17]=[C:16]([O:10][CH:5]2[CH2:6][CH2:7][CH2:8][CH2:9][CH:4]2[Cl:3])[N:15]=[CH:14][N:13]=1, predict the reactants needed to synthesize it. The reactants are: [H-].[Na+].[Cl:3][CH:4]1[CH2:9][CH2:8][CH2:7][CH2:6][CH:5]1[OH:10].[Cl:11][C:12]1[CH:17]=[C:16](Cl)[N:15]=[CH:14][N:13]=1.[Cl-].[NH4+]. (4) Given the product [CH2:17]=[C:13]1[CH:12]2[CH2:15][CH2:16][N:9]([CH2:10][CH2:11]2)[CH:8]1[CH2:7][C:3]1[CH:2]=[N:1][CH:6]=[CH:5][CH:4]=1, predict the reactants needed to synthesize it. The reactants are: [N:1]1[CH:6]=[CH:5][CH:4]=[C:3]([CH2:7][CH:8]2[C:13](=O)[CH:12]3[CH2:15][CH2:16][N:9]2[CH2:10][CH2:11]3)[CH:2]=1.[CH2:17]=P(C1C=CC=CC=1)(C1C=CC=CC=1)C1C=CC=CC=1. (5) Given the product [Cl:21][C:18]1[CH:17]=[C:15]2[C:14](=[C:20]([S:2]([Cl:1])(=[O:5])=[O:3])[CH:19]=1)[O:13][CH:12]([C:22]([F:25])([F:24])[F:23])[C:11]([C:9]([O:8][CH2:6][CH3:7])=[O:10])=[CH:16]2, predict the reactants needed to synthesize it. The reactants are: [Cl:1][S:2]([OH:5])(=O)=[O:3].[CH2:6]([O:8][C:9]([C:11]1[CH:12]([C:22]([F:25])([F:24])[F:23])[O:13][C:14]2[CH:20]=[CH:19][C:18]([Cl:21])=[CH:17][C:15]=2[CH:16]=1)=[O:10])[CH3:7].[Cl:21][C:18]1[CH:19]=[CH:20][C:14]2[O:13][CH:12]([C:22]([F:24])([F:25])[F:23])[C:11]([C:9]([O:8][CH2:6][CH3:7])=[O:10])=[CH:16][C:15]=2[CH:17]=1. (6) Given the product [ClH:1].[CH3:4][CH:3]([N:6]1[CH2:11][CH2:10][CH:9]([O:12][CH:13]2[CH2:18][CH2:17][N:16]([C:20]3[CH:25]=[CH:24][C:23]([C:26]([F:29])([F:28])[F:27])=[CH:22][N:21]=3)[CH2:15][CH2:14]2)[CH2:8][CH2:7]1)[CH3:5], predict the reactants needed to synthesize it. The reactants are: [ClH:1].Cl.[CH:3]([N:6]1[CH2:11][CH2:10][CH:9]([O:12][CH:13]2[CH2:18][CH2:17][NH:16][CH2:15][CH2:14]2)[CH2:8][CH2:7]1)([CH3:5])[CH3:4].Br[C:20]1[CH:25]=[CH:24][C:23]([C:26]([F:29])([F:28])[F:27])=[CH:22][N:21]=1.